This data is from Forward reaction prediction with 1.9M reactions from USPTO patents (1976-2016). The task is: Predict the product of the given reaction. (1) Given the reactants CS(C)=O.C(Cl)(=O)C(Cl)=O.[CH2:11]([O:18][CH2:19][CH2:20][CH2:21][OH:22])[C:12]1[CH:17]=[CH:16][CH:15]=[CH:14][CH:13]=1.C(N(CC)CC)C, predict the reaction product. The product is: [CH2:11]([O:18][CH2:19][CH2:20][CH:21]=[O:22])[C:12]1[CH:17]=[CH:16][CH:15]=[CH:14][CH:13]=1. (2) Given the reactants C(OC([NH:8][C@@H:9]([CH3:21])[CH:10]([C:12]1[O:13][C:14]2[CH:20]=[CH:19][CH:18]=[CH:17][C:15]=2[N:16]=1)[OH:11])=O)(C)(C)C.[CH3:22][Si](C)(C)[Cl:24].C(OC(C)C)(C)C, predict the reaction product. The product is: [ClH:24].[NH2:8][C@@H:9]([CH2:21][CH3:22])[CH:10]([C:12]1[O:13][C:14]2[CH:20]=[CH:19][CH:18]=[CH:17][C:15]=2[N:16]=1)[OH:11]. (3) Given the reactants [Br:1][C:2]1[CH:11]=[C:10]2[C:5]([CH2:6][CH2:7][N:8]([C:17](=[O:31])[C:18]([N:20]([C:27]([CH3:30])([CH3:29])[CH3:28])[CH2:21][CH2:22][CH2:23][CH2:24][C:25]#[CH:26])=[O:19])[CH:9]2[C:12]([O:14]CC)=[O:13])=[CH:4][C:3]=1[O:32][CH3:33].[OH-].[K+].Cl, predict the reaction product. The product is: [Br:1][C:2]1[CH:11]=[C:10]2[C:5]([CH2:6][CH2:7][N:8]([C:17](=[O:31])[C:18]([N:20]([C:27]([CH3:29])([CH3:30])[CH3:28])[CH2:21][CH2:22][CH2:23][CH2:24][C:25]#[CH:26])=[O:19])[CH:9]2[C:12]([OH:14])=[O:13])=[CH:4][C:3]=1[O:32][CH3:33]. (4) Given the reactants CCOC(/N=N/C(OCC)=O)=O.[Cl:13][C:14]1[CH:19]=[CH:18][C:17]([C:20]2[O:28][C:27]3[CH:26]=[CH:25][N:24]([C:29]4[CH:34]=[CH:33][C:32]([OH:35])=[C:31]([O:36][CH3:37])[CH:30]=4)[C:23](=[O:38])[C:22]=3[CH:21]=2)=[CH:16][CH:15]=1.C1(P(C2C=CC=CC=2)C2C=CC=CC=2)C=CC=CC=1.[CH3:58][C:59]1([CH2:63]O)[CH2:62][O:61][CH2:60]1, predict the reaction product. The product is: [Cl:13][C:14]1[CH:15]=[CH:16][C:17]([C:20]2[O:28][C:27]3[CH:26]=[CH:25][N:24]([C:29]4[CH:34]=[CH:33][C:32]([O:35][CH2:58][C:59]5([CH3:63])[CH2:62][O:61][CH2:60]5)=[C:31]([O:36][CH3:37])[CH:30]=4)[C:23](=[O:38])[C:22]=3[CH:21]=2)=[CH:18][CH:19]=1.